This data is from Peptide-MHC class I binding affinity with 185,985 pairs from IEDB/IMGT. The task is: Regression. Given a peptide amino acid sequence and an MHC pseudo amino acid sequence, predict their binding affinity value. This is MHC class I binding data. The peptide sequence is FLEQQNKILL. The MHC is HLA-A02:02 with pseudo-sequence HLA-A02:02. The binding affinity (normalized) is 1.00.